From a dataset of Peptide-MHC class II binding affinity with 134,281 pairs from IEDB. Regression. Given a peptide amino acid sequence and an MHC pseudo amino acid sequence, predict their binding affinity value. This is MHC class II binding data. (1) The peptide sequence is KEHIPIRNGGAPLLT. The MHC is DRB1_0101 with pseudo-sequence DRB1_0101. The binding affinity (normalized) is 0.450. (2) The peptide sequence is IFSKASDSLQLVFGIE. The MHC is DRB1_1501 with pseudo-sequence DRB1_1501. The binding affinity (normalized) is 0.236. (3) The MHC is HLA-DQA10601-DQB10402 with pseudo-sequence HLA-DQA10601-DQB10402. The binding affinity (normalized) is 0. The peptide sequence is GCAINFGKRELKCGD. (4) The MHC is HLA-DQA10501-DQB10302 with pseudo-sequence HLA-DQA10501-DQB10302. The binding affinity (normalized) is 0.204. The peptide sequence is GAAMVEIALGGVMGG. (5) The peptide sequence is KDELMDLASDLEKLK. The MHC is DRB1_0101 with pseudo-sequence DRB1_0101. The binding affinity (normalized) is 0.489.